Task: Regression. Given a peptide amino acid sequence and an MHC pseudo amino acid sequence, predict their binding affinity value. This is MHC class II binding data.. Dataset: Peptide-MHC class II binding affinity with 134,281 pairs from IEDB (1) The peptide sequence is GQWRGAAGTAAQAAV. The MHC is DRB1_0101 with pseudo-sequence DRB1_0101. The binding affinity (normalized) is 0.860. (2) The peptide sequence is HDWILADKRPTAWFL. The MHC is HLA-DQA10201-DQB10402 with pseudo-sequence HLA-DQA10201-DQB10402. The binding affinity (normalized) is 0.367. (3) The peptide sequence is ENCGTRGPSLRTTTV. The MHC is DRB1_0301 with pseudo-sequence DRB1_0301. The binding affinity (normalized) is 0. (4) The MHC is DRB1_0901 with pseudo-sequence DRB1_0901. The peptide sequence is FGPASFARIETAFAN. The binding affinity (normalized) is 0.472. (5) The peptide sequence is KFVDSTVVASVTIID. The MHC is HLA-DPA10301-DPB10402 with pseudo-sequence HLA-DPA10301-DPB10402. The binding affinity (normalized) is 0.352.